From a dataset of Catalyst prediction with 721,799 reactions and 888 catalyst types from USPTO. Predict which catalyst facilitates the given reaction. (1) Reactant: [NH2:1][C:2]1[CH:7]=[CH:6][C:5]([Cl:8])=[CH:4][C:3]=1[C:9]1[N:10]=[C:11]2[CH2:18][CH2:17][CH:16]([C:19](OCC)=O)[N:12]2[C:13](=[O:15])[CH:14]=1.[C:24](O[C:24]([O:26][C:27]([CH3:30])([CH3:29])[CH3:28])=[O:25])([O:26][C:27]([CH3:30])([CH3:29])[CH3:28])=[O:25]. Product: [Cl:8][C:5]1[CH:6]=[CH:7][C:2]([NH:1][C:24](=[O:25])[O:26][C:27]([CH3:30])([CH3:29])[CH3:28])=[C:3]([C:9]2[N:10]=[C:11]3[CH2:18][CH2:17][CH:16]([CH3:19])[N:12]3[C:13](=[O:15])[CH:14]=2)[CH:4]=1. The catalyst class is: 107. (2) Reactant: [CH2:1]([N:5]1[C:10]2=[N:11][N:12]([CH2:21][C:22]3[CH:27]=[CH:26][C:25]([CH:28]4[CH2:33][CH2:32][CH2:31][CH2:30][N:29]4C(OC(C)(C)C)=O)=[CH:24][CH:23]=3)[C:13]([NH:14][C:15]3[CH:20]=[CH:19][CH:18]=[CH:17][CH:16]=3)=[C:9]2[C:8](=[O:41])[N:7]([CH3:42])[C:6]1=[O:43])[CH:2]([CH3:4])[CH3:3].C(O)(C(F)(F)F)=O. Product: [CH2:1]([N:5]1[C:10]2=[N:11][N:12]([CH2:21][C:22]3[CH:23]=[CH:24][C:25]([CH:28]4[CH2:33][CH2:32][CH2:31][CH2:30][NH:29]4)=[CH:26][CH:27]=3)[C:13]([NH:14][C:15]3[CH:20]=[CH:19][CH:18]=[CH:17][CH:16]=3)=[C:9]2[C:8](=[O:41])[N:7]([CH3:42])[C:6]1=[O:43])[CH:2]([CH3:4])[CH3:3]. The catalyst class is: 4. (3) Reactant: [F:1][C:2]1[CH:10]=[C:9]([N+:11]([O-])=O)[CH:8]=[CH:7][C:3]=1[C:4]([OH:6])=[O:5].[H][H]. Product: [NH2:11][C:9]1[CH:8]=[CH:7][C:3]([C:4]([OH:6])=[O:5])=[C:2]([F:1])[CH:10]=1. The catalyst class is: 123. (4) Reactant: C(OC(=O)[NH:7][C:8]1[CH:13]=[CH:12][CH:11]=[CH:10][C:9]=1[C:14](=[O:22])[C:15]1[CH:20]=[CH:19][C:18]([Cl:21])=[CH:17][CH:16]=1)(C)(C)C. Product: [NH2:7][C:8]1[CH:13]=[CH:12][CH:11]=[CH:10][C:9]=1[C:14]([C:15]1[CH:20]=[CH:19][C:18]([Cl:21])=[CH:17][CH:16]=1)=[O:22]. The catalyst class is: 601.